Dataset: Forward reaction prediction with 1.9M reactions from USPTO patents (1976-2016). Task: Predict the product of the given reaction. (1) Given the reactants [CH3:1][CH2:2][CH2:3][CH2:4][CH2:5][CH2:6][CH2:7][CH2:8][CH2:9][CH2:10][CH2:11][CH2:12][CH2:13][N+:14]([CH2:17][C:18]1[CH:19]=[CH:20][CH:21]=[CH:22][CH:23]=1)([CH3:16])[CH3:15].[Cl-].O.[C:26]([OH:36])(=[O:35])/[CH:27]=[CH:28]/[C:29]1[CH:34]=[CH:33][CH:32]=[CH:31][CH:30]=1.CCCCCCCCCCCCC[N+](CC1C=CC=CC=1)(C)C, predict the reaction product. The product is: [CH3:1][CH2:2][CH2:3][CH2:4][CH2:5][CH2:6][CH2:7][CH2:8][CH2:9][CH2:10][CH2:11][CH2:12][CH2:13][N+:14]([CH2:17][C:18]1[CH:19]=[CH:20][CH:21]=[CH:22][CH:23]=1)([CH3:16])[CH3:15].[C:26]([O-:36])(=[O:35])/[CH:27]=[CH:28]/[C:29]1[CH:30]=[CH:31][CH:32]=[CH:33][CH:34]=1. (2) Given the reactants [C:1]([O:5][C:6]([N:8]1[CH2:13][CH2:12][CH:11]([NH:14][C:15]2[O:16][C:17]3[CH:23]=[CH:22][C:21]([OH:24])=[CH:20][C:18]=3[N:19]=2)[CH2:10][CH2:9]1)=[O:7])([CH3:4])([CH3:3])[CH3:2].Br[CH2:26][CH2:27][CH2:28][O:29][CH3:30].C(=O)([O-])[O-].[K+].[K+], predict the reaction product. The product is: [C:1]([O:5][C:6]([N:8]1[CH2:13][CH2:12][CH:11]([NH:14][C:15]2[O:16][C:17]3[CH:23]=[CH:22][C:21]([O:24][CH2:26][CH2:27][CH2:28][O:29][CH3:30])=[CH:20][C:18]=3[N:19]=2)[CH2:10][CH2:9]1)=[O:7])([CH3:4])([CH3:2])[CH3:3]. (3) Given the reactants [NH2:1][C:2]1[C:3]2[C:10](I)=[CH:9][N:8]([C@H:12]3[CH2:15][C@H:14]([CH2:16][OH:17])[CH2:13]3)[C:4]=2[N:5]=[CH:6][N:7]=1.[C:18]1([C:24]2[CH:33]=[CH:32][C:31]3[C:26](=[CH:27][C:28](B4OC(C)(C)C(C)(C)O4)=[CH:29][CH:30]=3)[N:25]=2)[CH:23]=[CH:22][CH:21]=[CH:20][CH:19]=1.C([O-])([O-])=O.[Na+].[Na+].O, predict the reaction product. The product is: [NH2:1][C:2]1[C:3]2[C:10]([C:28]3[CH:27]=[C:26]4[C:31]([CH:32]=[CH:33][C:24]([C:18]5[CH:23]=[CH:22][CH:21]=[CH:20][CH:19]=5)=[N:25]4)=[CH:30][CH:29]=3)=[CH:9][N:8]([C@H:12]3[CH2:15][C@H:14]([CH2:16][OH:17])[CH2:13]3)[C:4]=2[N:5]=[CH:6][N:7]=1. (4) Given the reactants COC[O:4][C:5]1[CH:6]=[C:7]([CH:14]=[CH:15][C:16]=1[O:17]COC)[CH:8]=[C:9]([C:12]#[N:13])[C:10]#[N:11].Cl, predict the reaction product. The product is: [OH:4][C:5]1[CH:6]=[C:7]([CH:14]=[CH:15][C:16]=1[OH:17])[CH:8]=[C:9]([C:10]#[N:11])[C:12]#[N:13]. (5) Given the reactants C1CCC(P(C2C(C3C=CC=CC=3)=CC=CC=2)C2CCCCC2)CC1.[Cl:26][C:27]1[C:28](I)=[C:29]([CH:31]=[CH:32][CH:33]=1)[NH2:30].C(N(CC)CC)C.CC1(C)C(C)(C)OBO1.Cl[C:52]1[N:59]=[C:58]([CH3:60])[CH:57]=[CH:56][C:53]=1[C:54]#[N:55].COC1C=CC=C(OC)C=1C1C=CC=CC=1P(C1CCCCC1)C1CCCCC1.C(=O)([O-])[O-].[K+].[K+].[H-].[Na+], predict the reaction product. The product is: [Cl:26][C:27]1[C:28]2[C:52]3[N:59]=[C:58]([CH3:60])[CH:57]=[CH:56][C:53]=3[C:54]([NH2:55])=[N:30][C:29]=2[CH:31]=[CH:32][CH:33]=1. (6) Given the reactants Cl.[C:2]1([C:8]2[O:12][N:11]=[C:10]([CH:13]3[O:18][CH2:17][CH2:16][NH:15][CH2:14]3)[N:9]=2)[CH:7]=[CH:6][CH:5]=[CH:4][CH:3]=1.[CH3:19][N:20]1[C:25](=[O:26])[CH:24]=[C:23]([C:27]2[CH:32]=[CH:31][N:30]=[CH:29][N:28]=2)[N:22]=[C:21]1N1CCOC(C2ON=C(C3C=CC=CC=3)N=2)C1.C(N(CC)CC)C, predict the reaction product. The product is: [CH3:19][N:20]1[C:25](=[O:26])[CH:24]=[C:23]([C:27]2[CH:32]=[CH:31][N:30]=[CH:29][N:28]=2)[N:22]=[C:21]1[N:15]1[CH2:16][CH2:17][O:18][CH:13]([C:10]2[N:9]=[C:8]([C:2]3[CH:3]=[CH:4][CH:5]=[CH:6][CH:7]=3)[O:12][N:11]=2)[CH2:14]1.